From a dataset of Full USPTO retrosynthesis dataset with 1.9M reactions from patents (1976-2016). Predict the reactants needed to synthesize the given product. (1) Given the product [Cl:1][C:2]1[CH:3]=[CH:4][C:5]([O:23][CH3:24])=[C:6]([CH:22]=1)[C:7](/[N:9]=[C:10]1\[S:11][C:12]2[C:17]([CH3:18])([CH3:19])[O:16][C:15]([CH3:20])([CH3:21])[C:13]=2[N:14]\1[CH2:32][C:33]1[CH:38]=[CH:37][C:36]([F:39])=[CH:35][C:34]=1[F:40])=[O:8], predict the reactants needed to synthesize it. The reactants are: [Cl:1][C:2]1[CH:3]=[CH:4][C:5]([O:23][CH3:24])=[C:6]([CH:22]=1)[C:7]([NH:9][C:10]1[S:11][C:12]2[C:17]([CH3:19])([CH3:18])[O:16][C:15]([CH3:21])([CH3:20])[C:13]=2[N:14]=1)=[O:8].CC(C)([O-])C.[K+].Br[CH2:32][C:33]1[CH:38]=[CH:37][C:36]([F:39])=[CH:35][C:34]=1[F:40]. (2) Given the product [CH2:1]([N:4]1[C:13]2[CH:14]=[C:15]([O:18][CH2:19][C@@H:20]([NH2:25])[CH2:21][CH:22]([CH3:24])[CH3:23])[CH:16]=[CH:17][C:12]=2[C:11]2[C:6](=[CH:7][N:8]=[CH:9][CH:10]=2)[C:5]1=[O:33])[CH:2]=[CH2:3], predict the reactants needed to synthesize it. The reactants are: [CH:1]1([N:4]2[C:13]3[CH:14]=[C:15]([O:18][CH2:19][C@@H:20]([NH:25]C(=O)OC(C)(C)C)[CH2:21][CH:22]([CH3:24])[CH3:23])[CH:16]=[CH:17][C:12]=3[C:11]3[C:6](=[CH:7][N:8]=[CH:9][CH:10]=3)[C:5]2=[O:33])[CH2:3][CH2:2]1.Cl.C(OCC)C.